From a dataset of Catalyst prediction with 721,799 reactions and 888 catalyst types from USPTO. Predict which catalyst facilitates the given reaction. (1) Reactant: COC1C=CC(C[N:8]2[CH:12]=[C:11]([C:13]3[N:14]=[C:15]([NH:18][C:19]4[CH:24]=[CH:23][CH:22]=[CH:21][N:20]=4)[S:16][CH:17]=3)[C:10]([C:25]#[N:26])=[N:9]2)=CC=1. Product: [N:20]1[CH:21]=[CH:22][CH:23]=[CH:24][C:19]=1[NH:18][C:15]1[S:16][CH:17]=[C:13]([C:11]2[CH:12]=[N:8][NH:9][C:10]=2[C:25]#[N:26])[N:14]=1. The catalyst class is: 67. (2) Reactant: [CH2:1]([O:8][C:9]1[CH:17]=[CH:16][C:12]([C:13]([OH:15])=O)=[CH:11][CH:10]=1)[C:2]1[CH:7]=[CH:6][CH:5]=[CH:4][CH:3]=1.[N:27]1(C(N2[CH:29]=[CH:28][N:27]=[CH:26]2)=O)[CH:28]=[CH:29]N=[CH:26]1.N1CC=C([C:36]2[C:57]([C:58]([F:61])([F:60])[F:59])=[CH:56][CH:55]=[CH:54][C:37]=2[C:38]([NH:40][C:41]([NH:43][C:44]([O:46][CH2:47][C:48]2[CH:53]=[CH:52][CH:51]=[CH:50][CH:49]=2)=[O:45])=[NH:42])=[O:39])CC1.[CH:62](N(CC)C(C)C)(C)[CH3:63]. Product: [CH2:1]([O:8][C:9]1[CH:10]=[CH:11][C:12]([C:13]([N:27]2[CH2:26][CH2:63][CH:62]([C:56]3[CH:55]=[CH:54][C:37]([C:38]([NH:40][C:41]([NH:43][C:44]([O:46][CH2:47][C:48]4[CH:49]=[CH:50][CH:51]=[CH:52][CH:53]=4)=[O:45])=[NH:42])=[O:39])=[CH:36][C:57]=3[C:58]([F:61])([F:60])[F:59])[CH2:29][CH2:28]2)=[O:15])=[CH:16][CH:17]=1)[C:2]1[CH:3]=[CH:4][CH:5]=[CH:6][CH:7]=1. The catalyst class is: 42. (3) Reactant: C([N:4]1[C:12]2[C:7](=[CH:8][CH:9]=[CH:10][CH:11]=2)[CH2:6][CH:5]1[C:13]1[N:17]=[C:16]([CH2:18][CH2:19][CH3:20])[NH:15][N:14]=1)(=O)C.[OH-].[Na+]. Product: [CH2:18]([C:16]1[NH:15][N:14]=[C:13]([CH:5]2[CH2:6][C:7]3[C:12](=[CH:11][CH:10]=[CH:9][CH:8]=3)[NH:4]2)[N:17]=1)[CH2:19][CH3:20]. The catalyst class is: 162. (4) Reactant: C[O:2][C:3](=[O:14])[C:4]1[CH:9]=[C:8]([NH2:10])[C:7]([N+:11]([O-:13])=[O:12])=[CH:6][N:5]=1.[OH-].[Na+].Cl. Product: [NH2:10][C:8]1[C:7]([N+:11]([O-:13])=[O:12])=[CH:6][N:5]=[C:4]([C:3]([OH:14])=[O:2])[CH:9]=1. The catalyst class is: 5.